Dataset: Catalyst prediction with 721,799 reactions and 888 catalyst types from USPTO. Task: Predict which catalyst facilitates the given reaction. (1) Reactant: [CH3:1][C:2]1[C:3]([O:25][CH:26]([CH3:28])[CH3:27])=[CH:4][C:5]([N+:22]([O-])=O)=[C:6]([NH:8][CH:9]2[CH2:14][CH2:13][N:12]([C:15]([O:17][C:18]([CH3:21])([CH3:20])[CH3:19])=[O:16])[CH2:11][CH2:10]2)[CH:7]=1.O.NN. Product: [NH2:22][C:5]1[CH:4]=[C:3]([O:25][CH:26]([CH3:27])[CH3:28])[C:2]([CH3:1])=[CH:7][C:6]=1[NH:8][CH:9]1[CH2:14][CH2:13][N:12]([C:15]([O:17][C:18]([CH3:20])([CH3:19])[CH3:21])=[O:16])[CH2:11][CH2:10]1. The catalyst class is: 171. (2) Reactant: Br[CH2:2][C:3](=O)[CH2:4][C:5]1[CH:10]=[CH:9][C:8]([Cl:11])=[C:7]([Cl:12])[CH:6]=1.C([O-])(=O)C.[Na+].[OH-].[NH4+].[Cl-].[NH4+].[S:23]1[CH:27]=[CH:26][N:25]=[C:24]1[NH:28][S:29]([C:32]1[CH:40]=[CH:39][C:35]([C:36]([NH2:38])=[NH:37])=[CH:34][CH:33]=1)(=[O:31])=[O:30]. Product: [Cl:12][C:7]1[CH:6]=[C:5]([CH:10]=[CH:9][C:8]=1[Cl:11])[CH2:4][C:3]1[N:37]=[C:36]([C:35]2[CH:34]=[CH:33][C:32]([S:29]([NH:28][C:24]3[S:23][CH:27]=[CH:26][N:25]=3)(=[O:31])=[O:30])=[CH:40][CH:39]=2)[NH:38][CH:2]=1. The catalyst class is: 31. (3) Reactant: [F:1][C:2]1[CH:7]=[CH:6][CH:5]=[C:4]([F:8])[C:3]=1[N:9]1[C:14]2[N:15]=[C:16](S(C)(=O)=O)[N:17]=[C:18]([C:19]3[CH:20]=[C:21]([NH:26][C:27](=[O:36])[C:28]4[CH:33]=[CH:32][C:31]([CH3:34])=[C:30]([F:35])[CH:29]=4)[CH:22]=[CH:23][C:24]=3[CH3:25])[C:13]=2[CH2:12][NH:11][C:10]1=[O:41].[NH2:42][CH:43]1[CH2:48][C:47]([CH3:50])([CH3:49])[NH:46][C:45]([CH3:52])([CH3:51])[CH2:44]1. Product: [F:1][C:2]1[CH:7]=[CH:6][CH:5]=[C:4]([F:8])[C:3]=1[N:9]1[C:14]2[N:15]=[C:16]([NH:42][CH:43]3[CH2:44][C:45]([CH3:52])([CH3:51])[NH:46][C:47]([CH3:50])([CH3:49])[CH2:48]3)[N:17]=[C:18]([C:19]3[CH:20]=[C:21]([NH:26][C:27](=[O:36])[C:28]4[CH:33]=[CH:32][C:31]([CH3:34])=[C:30]([F:35])[CH:29]=4)[CH:22]=[CH:23][C:24]=3[CH3:25])[C:13]=2[CH2:12][NH:11][C:10]1=[O:41]. The catalyst class is: 3. (4) The catalyst class is: 4. Reactant: [CH:1]1([CH2:4][NH:5][CH2:6][C:7]([NH:9][C:10]2[CH:15]=[CH:14][C:13]([C:16]3[CH:21]=[CH:20][CH:19]=[CH:18][C:17]=3[S:22]([CH3:25])(=[O:24])=[O:23])=[CH:12][C:11]=2[F:26])=[O:8])[CH2:3][CH2:2]1.C(N(CC)CC)C.[Cl:34][C:35]1[CH:40]=[CH:39][C:38]([N:41]=[C:42]=[O:43])=[CH:37][CH:36]=1. Product: [Cl:34][C:35]1[CH:40]=[CH:39][C:38]([NH:41][C:42](=[O:43])[N:5]([CH2:6][C:7]([NH:9][C:10]2[CH:15]=[CH:14][C:13]([C:16]3[CH:21]=[CH:20][CH:19]=[CH:18][C:17]=3[S:22]([CH3:25])(=[O:24])=[O:23])=[CH:12][C:11]=2[F:26])=[O:8])[CH2:4][CH:1]2[CH2:3][CH2:2]2)=[CH:37][CH:36]=1. (5) Reactant: [CH:1]1([C:7]2[CH:8]=[CH:9][C:10]3[N:11]([C:13]([C:17]4[S:18][C:19]([C:28](O)=[O:29])=[C:20]([C:22]5[CH:27]=[CH:26][CH:25]=[CH:24][CH:23]=5)[N:21]=4)=[C:14]([CH3:16])[N:15]=3)[CH:12]=2)[CH2:6][CH2:5][CH2:4][CH2:3][CH2:2]1.[Cl-].[NH4+].C1C=CC2N(O)N=[N:39]C=2C=1.CCN=C=NCCCN(C)C.C(=O)(O)[O-].[Na+]. Product: [CH:1]1([C:7]2[CH:8]=[CH:9][C:10]3[N:11]([C:13]([C:17]4[S:18][C:19]([C:28]([NH2:39])=[O:29])=[C:20]([C:22]5[CH:23]=[CH:24][CH:25]=[CH:26][CH:27]=5)[N:21]=4)=[C:14]([CH3:16])[N:15]=3)[CH:12]=2)[CH2:2][CH2:3][CH2:4][CH2:5][CH2:6]1. The catalyst class is: 18. (6) Reactant: [C:1]([N:8]1[CH2:16][CH2:15][CH2:14][C@H:10]([C:11]([OH:13])=O)[CH2:9]1)([O:3][C:4]([CH3:7])([CH3:6])[CH3:5])=[O:2].C1C=NC2N(O)N=NC=2C=1.CCN=C=NCCCN(C)C.Cl.[F:39][C:40]([F:51])([F:50])[C:41]1[CH:42]=[C:43]([C:46]([NH:48]O)=[NH:47])[NH:44][CH:45]=1. Product: [C:4]([O:3][C:1]([N:8]1[CH2:16][CH2:15][CH2:14][C@H:10]([C:11]2[O:13][N:48]=[C:46]([C:43]3[NH:44][CH:45]=[C:41]([C:40]([F:51])([F:39])[F:50])[CH:42]=3)[N:47]=2)[CH2:9]1)=[O:2])([CH3:5])([CH3:6])[CH3:7]. The catalyst class is: 643. (7) Reactant: Cl[CH2:2][CH2:3][O:4][C:5]1[CH:10]=[CH:9][C:8]([C:11]([C:23]2[CH:28]=[CH:27][C:26]([OH:29])=[CH:25][CH:24]=2)=[C:12]([C:15]2[CH:20]=[CH:19][C:18]([OH:21])=[C:17]([F:22])[CH:16]=2)[CH2:13][CH3:14])=[CH:7][CH:6]=1.[CH3:30][NH2:31]. Product: [F:22][C:17]1[CH:16]=[C:15](/[C:12](/[CH2:13][CH3:14])=[C:11](/[C:23]2[CH:28]=[CH:27][C:26]([OH:29])=[CH:25][CH:24]=2)\[C:8]2[CH:9]=[CH:10][C:5]([O:4][CH2:3][CH2:2][NH:31][CH3:30])=[CH:6][CH:7]=2)[CH:20]=[CH:19][C:18]=1[OH:21]. The catalyst class is: 5. (8) Reactant: [F:1][C:2]([F:9])([F:8])[C:3]([O:5]CC)=O.[C:10]([O:14][C:15]([N:17]1[CH2:24][C@H:23]2[C@H:19]([CH2:20][CH:21]([CH3:25])[CH2:22]2)[C@H:18]1[CH2:26][NH2:27])=[O:16])([CH3:13])([CH3:12])[CH3:11]. Product: [C:10]([O:14][C:15]([N:17]1[CH2:24][C@H:23]2[C@H:19]([CH2:20][CH:21]([CH3:25])[CH2:22]2)[C@H:18]1[CH2:26][NH:27][C:3](=[O:5])[C:2]([F:1])([F:8])[F:9])=[O:16])([CH3:12])([CH3:13])[CH3:11]. The catalyst class is: 1. (9) Reactant: C([N-]C(C)C)(C)C.[Li+].C([Li])CCC.C(NC(C)C)(C)C.Cl.[Cl:22][C:23]1[CH:28]=[CH:27][N:26]=[CH:25][CH:24]=1.CN(C)[CH:31]=[O:32]. Product: [Cl:22][C:23]1[CH:28]=[CH:27][N:26]=[CH:25][C:24]=1[CH:31]=[O:32]. The catalyst class is: 30. (10) Reactant: Cl[S:2]([C:5]1[CH:6]=[C:7]([C:11]([O:13][CH3:14])=[O:12])[N:8]([CH3:10])[CH:9]=1)(=[O:4])=[O:3].C(N(C(C)C)CC)(C)C.[F:24][C:25]([F:30])([F:29])[C@@H:26]([NH2:28])[CH3:27]. Product: [CH3:10][N:8]1[CH:9]=[C:5]([S:2](=[O:4])(=[O:3])[NH:28][C@@H:26]([CH3:27])[C:25]([F:30])([F:29])[F:24])[CH:6]=[C:7]1[C:11]([O:13][CH3:14])=[O:12]. The catalyst class is: 10.